This data is from Peptide-MHC class I binding affinity with 185,985 pairs from IEDB/IMGT. The task is: Regression. Given a peptide amino acid sequence and an MHC pseudo amino acid sequence, predict their binding affinity value. This is MHC class I binding data. (1) The peptide sequence is IVTRIVELL. The MHC is HLA-A33:01 with pseudo-sequence HLA-A33:01. The binding affinity (normalized) is 0.0495. (2) The peptide sequence is GMRDVSFEL. The MHC is BoLA-HD6 with pseudo-sequence BoLA-HD6. The binding affinity (normalized) is 0.750. (3) The peptide sequence is VLYCVHQEI. The MHC is HLA-B08:02 with pseudo-sequence HLA-B08:02. The binding affinity (normalized) is 0.0847. (4) The peptide sequence is KLYERNTAF. The MHC is HLA-A31:01 with pseudo-sequence HLA-A31:01. The binding affinity (normalized) is 0.546. (5) The peptide sequence is YMNHCNTSV. The MHC is Mamu-A2601 with pseudo-sequence Mamu-A2601. The binding affinity (normalized) is 0.318.